From a dataset of Full USPTO retrosynthesis dataset with 1.9M reactions from patents (1976-2016). Predict the reactants needed to synthesize the given product. (1) The reactants are: [C:1]([O:5][C:6]([NH:8][C:9]1[CH:14]=[CH:13][CH:12]=[CH:11][C:10]=1[NH2:15])=[O:7])([CH3:4])([CH3:3])[CH3:2].[C:16]([O:20][C:21]([N:23]1[CH2:28][CH2:27][CH:26]([C:29]2[CH:37]=[CH:36][C:32]([C:33](O)=[O:34])=[CH:31][CH:30]=2)[CH2:25][CH2:24]1)=[O:22])([CH3:19])([CH3:18])[CH3:17]. Given the product [C:1]([O:5][C:6]([NH:8][C:9]1[CH:14]=[CH:13][CH:12]=[CH:11][C:10]=1[NH:15][C:33](=[O:34])[C:32]1[CH:36]=[CH:37][C:29]([CH:26]2[CH2:27][CH2:28][N:23]([C:21]([O:20][C:16]([CH3:18])([CH3:17])[CH3:19])=[O:22])[CH2:24][CH2:25]2)=[CH:30][CH:31]=1)=[O:7])([CH3:4])([CH3:2])[CH3:3], predict the reactants needed to synthesize it. (2) Given the product [CH2:1]([O:8][C:9]1[C:14](=[O:15])[N:13]([CH3:16])[CH:12]=[C:11]([C:21]2[N:26]=[C:25]([C:27]3[CH:32]=[CH:31][CH:30]=[CH:29][CH:28]=3)[CH:24]=[CH:23][N:22]=2)[CH:10]=1)[C:2]1[CH:7]=[CH:6][CH:5]=[CH:4][CH:3]=1, predict the reactants needed to synthesize it. The reactants are: [CH2:1]([O:8][C:9]1[C:14](=[O:15])[N:13]([CH3:16])[CH:12]=[C:11](B(O)O)[CH:10]=1)[C:2]1[CH:7]=[CH:6][CH:5]=[CH:4][CH:3]=1.Cl[C:21]1[N:26]=[C:25]([C:27]2[CH:32]=[CH:31][CH:30]=[CH:29][CH:28]=2)[CH:24]=[CH:23][N:22]=1.[F-].[K+].